Dataset: Catalyst prediction with 721,799 reactions and 888 catalyst types from USPTO. Task: Predict which catalyst facilitates the given reaction. Reactant: [Br:1][C:2]1[CH:3]=[C:4]2[C:9](=[CH:10][CH:11]=1)[C:8]([CH2:12][N:13]1[C:19](=[O:20])[C@@H:18]([NH:21][C:22](=[O:34])[C@@H:23]([N:25]([C:27]([O:29][C:30]([CH3:33])([CH3:32])[CH3:31])=[O:28])[CH3:26])[CH3:24])[CH2:17][N:16]([C:35]([C:37]3[CH:45]=[CH:44][C:40]([C:41](O)=[O:42])=[CH:39][CH:38]=3)=[O:36])[C:15]3[CH:46]=[CH:47][CH:48]=[CH:49][C:14]1=3)=[C:7]([O:50][CH3:51])[CH:6]=[CH:5]2.[CH:52]1([CH2:58][NH2:59])[CH2:57][CH2:56][CH2:55][CH2:54][CH2:53]1.CCN(C(C)C)C(C)C.C1CN(C(ON2N=NC3C2=CC=CC=3)=[N+]2CCCC2)CC1.F[P-](F)(F)(F)(F)F. Product: [C:30]([O:29][C:27](=[O:28])[N:25]([C@H:23]([C:22](=[O:34])[NH:21][C@@H:18]1[C:19](=[O:20])[N:13]([CH2:12][C:8]2[C:9]3[C:4](=[CH:3][C:2]([Br:1])=[CH:11][CH:10]=3)[CH:5]=[CH:6][C:7]=2[O:50][CH3:51])[C:14]2[CH:49]=[CH:48][CH:47]=[CH:46][C:15]=2[N:16]([C:35](=[O:36])[C:37]2[CH:45]=[CH:44][C:40]([C:41](=[O:42])[NH:59][CH2:58][CH:52]3[CH2:57][CH2:56][CH2:55][CH2:54][CH2:53]3)=[CH:39][CH:38]=2)[CH2:17]1)[CH3:24])[CH3:26])([CH3:31])([CH3:33])[CH3:32]. The catalyst class is: 18.